Predict the reaction yield, written as a fraction of the theoretical maximum amount of product (1.0 means a 100% yield; for example, 0.34 means a 34% yield). From a dataset of Reaction yield outcomes from USPTO patents with 853,638 reactions. (1) The reactants are [CH3:1][O:2][C:3]1[CH:15]=[CH:14][C:6]([CH2:7][NH:8][C:9]2[S:10][CH:11]=[CH:12][N:13]=2)=[CH:5][CH:4]=1.C[Si]([N-][Si](C)(C)C)(C)C.[Li+].[Br:26][C:27]1[C:36]2[C:31](=[CH:32][C:33]([S:37](OC3C(F)=C(F)C(F)=C(F)C=3F)(=[O:39])=[O:38])=[CH:34][CH:35]=2)[CH:30]=[C:29]([Cl:52])[N:28]=1. The catalyst is C1COCC1.[Cl-].[NH4+].O. The product is [Br:26][C:27]1[C:36]2[C:31](=[CH:32][C:33]([S:37]([N:8]([CH2:7][C:6]3[CH:5]=[CH:4][C:3]([O:2][CH3:1])=[CH:15][CH:14]=3)[C:9]3[S:10][CH:11]=[CH:12][N:13]=3)(=[O:39])=[O:38])=[CH:34][CH:35]=2)[CH:30]=[C:29]([Cl:52])[N:28]=1. The yield is 0.930. (2) The reactants are [I:1][C:2]1[CH:10]=[CH:9][C:8]2[NH:7][C:6]3[CH2:11][CH2:12][N:13]([CH3:15])[CH2:14][C:5]=3[C:4]=2[CH:3]=1.[OH-].[K+].[CH3:18][C:19]1[CH:24]=[CH:23][C:22]([CH:25]=[CH2:26])=[CH:21][N:20]=1. The catalyst is CN1CCCC1=O.O. The product is [I:1][C:2]1[CH:10]=[CH:9][C:8]2[N:7]([CH2:26][CH2:25][C:22]3[CH:21]=[N:20][C:19]([CH3:18])=[CH:24][CH:23]=3)[C:6]3[CH2:11][CH2:12][N:13]([CH3:15])[CH2:14][C:5]=3[C:4]=2[CH:3]=1. The yield is 0.152. (3) The reactants are [N+:1]([C:4]1[CH:5]=[CH:6][CH:7]=[C:8]2[C:13]=1[N:12]=[CH:11][C:10]([S:14]([C:17]1[CH:22]=[CH:21][CH:20]=[CH:19][CH:18]=1)(=[O:16])=[O:15])=[CH:9]2)([O-])=O.O.C(=O)([O-])[O-].[K+].[K+].C(N(CC(O)=O)CC(O)=O)CN(CC(O)=O)CC(O)=O. The catalyst is O1CCCC1.Cl.[Cl-].[Ti+3].[Cl-].[Cl-]. The product is [NH2:1][C:4]1[CH:5]=[CH:6][CH:7]=[C:8]2[C:13]=1[N:12]=[CH:11][C:10]([S:14]([C:17]1[CH:18]=[CH:19][CH:20]=[CH:21][CH:22]=1)(=[O:16])=[O:15])=[CH:9]2. The yield is 0.720. (4) The reactants are [CH3:1][N:2]1[C:6]([C:7]2[CH:8]=[C:9]([C:12]([OH:14])=O)[S:10][CH:11]=2)=[CH:5][CH:4]=[N:3]1.[NH2:15][C@@H:16]([CH2:29][C:30]1[CH:35]=[CH:34][C:33]([Cl:36])=[C:32]([Cl:37])[CH:31]=1)[CH2:17][N:18]1[C:26](=[O:27])[C:25]2[C:20](=[CH:21][CH:22]=[CH:23][CH:24]=2)[C:19]1=[O:28].CC(OC(N[C@H](C(O)=O)CC1C=CC=CC=1C(F)(F)F)=O)(C)C.C1CN([P+](Br)(N2CCCC2)N2CCCC2)CC1.F[P-](F)(F)(F)(F)F.CCN(C(C)C)C(C)C. The catalyst is C(Cl)(Cl)Cl. The product is [Cl:37][C:32]1[CH:31]=[C:30]([CH2:29][C@H:16]([NH:15][C:12]([C:9]2[S:10][CH:11]=[C:7]([C:6]3[N:2]([CH3:1])[N:3]=[CH:4][CH:5]=3)[CH:8]=2)=[O:14])[CH2:17][N:18]2[C:26](=[O:27])[C:25]3[C:20](=[CH:21][CH:22]=[CH:23][CH:24]=3)[C:19]2=[O:28])[CH:35]=[CH:34][C:33]=1[Cl:36]. The yield is 0.300. (5) The reactants are C[O:2][CH:3](OC)[CH2:4][N:5]([CH3:15])[S:6]([C:9]1[CH:10]=[N:11][N:12]([CH3:14])[CH:13]=1)(=[O:8])=[O:7].O.FC(F)(F)C(O)=O. The catalyst is C1(C)C=CC=CC=1. The product is [CH3:15][N:5]([CH2:4][CH:3]=[O:2])[S:6]([C:9]1[CH:10]=[N:11][N:12]([CH3:14])[CH:13]=1)(=[O:7])=[O:8]. The yield is 0.920. (6) The reactants are Br[CH2:2][C:3]([O:5][C:6]([CH3:9])([CH3:8])[CH3:7])=[O:4].[C:10]([C:12]1[CH:13]=[C:14]2[C:18](=[CH:19][CH:20]=1)[NH:17][CH:16]=[CH:15]2)#[N:11].C([O-])([O-])=O.[K+].[K+]. The catalyst is CC#N. The product is [C:10]([C:12]1[CH:13]=[C:14]2[C:18](=[CH:19][CH:20]=1)[N:17]([CH2:2][C:3]([O:5][C:6]([CH3:9])([CH3:8])[CH3:7])=[O:4])[CH:16]=[CH:15]2)#[N:11]. The yield is 0.980.